This data is from Forward reaction prediction with 1.9M reactions from USPTO patents (1976-2016). The task is: Predict the product of the given reaction. (1) Given the reactants [C:1](=O)([O-])[O-].[Cs+].[Cs+].Cl[C:8]1[N:13]=[CH:12][C:11]2[C:14]([NH:36][C:37](=[O:39])[O-:38])=[N:15][N:16](C(C3C=CC=CC=3)(C3C=CC=CC=3)C3C=CC=CC=3)[C:10]=2[CH:9]=1.[F:40][C:41]1[CH:46]=[CH:45][C:44]([C@H:47]([NH:49][C:50]([NH2:52])=[O:51])[CH3:48])=[CH:43][CH:42]=1.C1(P(C2CCCCC2)C2C(OC)=CC=C(OC)C=2C2C(C(C)C)=CC(C(C)C)=CC=2C(C)C)CCCCC1.C([SiH](CC)CC)C, predict the reaction product. The product is: [F:40][C:41]1[CH:42]=[CH:43][C:44]([C@H:47]([NH:49][C:50](=[O:51])[NH:52][C:8]2[N:13]=[CH:12][C:11]3[C:14]([NH:36][C:37](=[O:39])[O:38][CH3:1])=[N:15][NH:16][C:10]=3[CH:9]=2)[CH3:48])=[CH:45][CH:46]=1. (2) Given the reactants [OH-].[Na+].[N:3]1([C:9]2[N:10]=[C:11]([CH2:16][C:17]([NH:19][C:20]3[CH:21]=[C:22]([CH:27]=[CH:28][CH:29]=3)[C:23]([O:25]C)=[O:24])=[O:18])[NH:12][C:13](=[O:15])[CH:14]=2)[CH2:8][CH2:7][O:6][CH2:5][CH2:4]1, predict the reaction product. The product is: [N:3]1([C:9]2[N:10]=[C:11]([CH2:16][C:17]([NH:19][C:20]3[CH:21]=[C:22]([CH:27]=[CH:28][CH:29]=3)[C:23]([OH:25])=[O:24])=[O:18])[NH:12][C:13](=[O:15])[CH:14]=2)[CH2:8][CH2:7][O:6][CH2:5][CH2:4]1.